Dataset: Forward reaction prediction with 1.9M reactions from USPTO patents (1976-2016). Task: Predict the product of the given reaction. (1) Given the reactants [Cl:1][C:2]1[CH:3]=[C:4]([NH:19][C:20]2[C:29]3[C:24](=[CH:25][C:26](F)=[C:27]([O:30][CH3:31])[CH:28]=3)[N:23]=[CH:22][C:21]=2[C:33]#[N:34])[CH:5]=[CH:6][C:7]=1[S:8][C:9]1[N:10]([CH2:16][CH2:17][CH3:18])[C:11]([CH3:15])=[C:12]([CH3:14])[N:13]=1.[CH3:35][N:36]([CH3:41])[CH2:37][CH2:38][CH2:39][NH2:40], predict the reaction product. The product is: [Cl:1][C:2]1[CH:3]=[C:4]([NH:19][C:20]2[C:29]3[C:24](=[CH:25][C:26]([NH:40][CH2:39][CH2:38][CH2:37][N:36]([CH3:41])[CH3:35])=[C:27]([O:30][CH3:31])[CH:28]=3)[N:23]=[CH:22][C:21]=2[C:33]#[N:34])[CH:5]=[CH:6][C:7]=1[S:8][C:9]1[N:10]([CH2:16][CH2:17][CH3:18])[C:11]([CH3:15])=[C:12]([CH3:14])[N:13]=1. (2) The product is: [CH2:35]([O:33][CH2:32][CH2:31][C@H:30]([OH:34])[CH2:29][O:28][C:9]([C:16]1[CH:21]=[CH:20][CH:19]=[CH:18][CH:17]=1)([C:22]1[CH:23]=[CH:24][CH:25]=[CH:26][CH:27]=1)[C:10]1[CH:11]=[CH:12][CH:13]=[CH:14][CH:15]=1)[C:36]1[CH:41]=[CH:40][CH:39]=[CH:38][CH:37]=1. Given the reactants [H-].[Na+].CCCCCC.[C:9]([O:28][CH2:29][C@@H:30]([OH:34])[CH2:31][CH2:32][OH:33])([C:22]1[CH:27]=[CH:26][CH:25]=[CH:24][CH:23]=1)([C:16]1[CH:21]=[CH:20][CH:19]=[CH:18][CH:17]=1)[C:10]1[CH:15]=[CH:14][CH:13]=[CH:12][CH:11]=1.[CH2:35](Cl)[C:36]1[CH:41]=[CH:40][CH:39]=[CH:38][CH:37]=1, predict the reaction product.